Dataset: Peptide-MHC class I binding affinity with 185,985 pairs from IEDB/IMGT. Task: Regression. Given a peptide amino acid sequence and an MHC pseudo amino acid sequence, predict their binding affinity value. This is MHC class I binding data. (1) The peptide sequence is FANSKFTLV. The MHC is HLA-A02:03 with pseudo-sequence HLA-A02:03. The binding affinity (normalized) is 0.978. (2) The peptide sequence is RPAGARAAF. The MHC is HLA-B83:01 with pseudo-sequence HLA-B83:01. The binding affinity (normalized) is 0.492.